Dataset: Forward reaction prediction with 1.9M reactions from USPTO patents (1976-2016). Task: Predict the product of the given reaction. (1) Given the reactants [OH:1][C:2]1[C:11]2[C:6](=[CH:7][CH:8]=[CH:9][CH:10]=2)[C:5]([CH3:17])([CH2:12][CH:13]=[C:14]([CH3:16])[CH3:15])[C:4](=[O:18])[C:3]=1[C:19]1[NH:24][C:23]2[CH:25]=[CH:26][C:27]([NH:29][S:30]([CH3:33])(=[O:32])=[O:31])=[CH:28][C:22]=2[S:21](=[O:35])(=[O:34])[N:20]=1.[ClH:36], predict the reaction product. The product is: [Cl:36][C:14]([CH3:15])([CH3:16])[CH2:13][CH2:12][C:5]1([CH3:17])[C:6]2[C:11](=[CH:10][CH:9]=[CH:8][CH:7]=2)[C:2]([OH:1])=[C:3]([C:19]2[NH:24][C:23]3[CH:25]=[CH:26][C:27]([NH:29][S:30]([CH3:33])(=[O:32])=[O:31])=[CH:28][C:22]=3[S:21](=[O:35])(=[O:34])[N:20]=2)[C:4]1=[O:18]. (2) Given the reactants [CH3:1][C:2]1[CH:6]=[C:5]([CH:7]=O)[O:4][N:3]=1.[CH3:9][O:10][C:11]1[CH:12]=[C:13]([CH:15]=[CH:16][CH:17]=1)[NH2:14], predict the reaction product. The product is: [CH3:9][O:10][C:11]1[CH:12]=[C:13]([CH:15]=[CH:16][CH:17]=1)[N:14]=[CH:7][C:5]1[O:4][N:3]=[C:2]([CH3:1])[CH:6]=1. (3) Given the reactants [Br:1][C:2]1[CH:7]=[CH:6][N:5]=[C:4]2[N:8]([S:11]([C:14]3[CH:19]=[CH:18][CH:17]=[CH:16][CH:15]=3)(=[O:13])=[O:12])[CH:9]=[CH:10][C:3]=12.[Li+].CC([N-]C(C)C)C.CCCCCCC.C1C[O:38][CH2:37][CH2:36]1.C(C1C=CC=CC=1)C.C(OC(=O)C)(=O)C, predict the reaction product. The product is: [Br:1][C:2]1[CH:7]=[CH:6][N:5]=[C:4]2[N:8]([S:11]([C:14]3[CH:19]=[CH:18][CH:17]=[CH:16][CH:15]=3)(=[O:13])=[O:12])[C:9]([C:37](=[O:38])[CH3:36])=[CH:10][C:3]=12. (4) Given the reactants [C:1]([CH2:3][N:4]1[C:12]2[C:7](=[CH:8][CH:9]=[C:10]([O:13][CH3:14])[CH:11]=2)[CH:6]=[C:5]1[C:15]([O:17][CH2:18][CH3:19])=[O:16])#[N:2].[O:20]1CC[CH2:22][CH2:21]1, predict the reaction product. The product is: [C:21]([NH:2][CH2:1][CH2:3][N:4]1[C:12]2[C:7](=[CH:8][CH:9]=[C:10]([O:13][CH3:14])[CH:11]=2)[CH:6]=[C:5]1[C:15]([O:17][CH2:18][CH3:19])=[O:16])(=[O:20])[CH3:22].